Dataset: Catalyst prediction with 721,799 reactions and 888 catalyst types from USPTO. Task: Predict which catalyst facilitates the given reaction. (1) Reactant: P(CCCC)(CCCC)CCCC.C1CCN(C(N=NC(N2CCCCC2)=O)=O)CC1.[F:32][C:33]([F:48])([F:47])[C:34]1[CH:35]=[CH:36][C:37]([C:40]2[CH:45]=[CH:44][C:43]([OH:46])=[CH:42][CH:41]=2)=[N:38][CH:39]=1.O[CH2:50][CH:51]1[CH:56]([NH:57][C:58](=[O:64])[O:59][C:60]([CH3:63])([CH3:62])[CH3:61])[CH2:55][CH2:54][O:53][CH2:52]1.[OH-].[Na+]. Product: [F:48][C:33]([F:32])([F:47])[C:34]1[CH:35]=[CH:36][C:37]([C:40]2[CH:41]=[CH:42][C:43]([O:46][CH2:50][CH:51]3[CH:56]([NH:57][C:58](=[O:64])[O:59][C:60]([CH3:63])([CH3:62])[CH3:61])[CH2:55][CH2:54][O:53][CH2:52]3)=[CH:44][CH:45]=2)=[N:38][CH:39]=1. The catalyst class is: 1. (2) Reactant: [F:1][C:2]1[CH:10]=[CH:9][CH:8]=[C:7]([F:11])[C:3]=1[C:4](=[S:6])[NH2:5].Cl[CH:13]([C:19]([CH3:21])=O)[C:14]([O:16][CH2:17][CH3:18])=[O:15]. Product: [F:1][C:2]1[CH:10]=[CH:9][CH:8]=[C:7]([F:11])[C:3]=1[C:4]1[S:6][C:13]([C:14]([O:16][CH2:17][CH3:18])=[O:15])=[C:19]([CH3:21])[N:5]=1. The catalyst class is: 8. (3) Reactant: [Cl:1][C:2]1[C:3]([C:34]2[S:38][C:37]([C:39]3([O:43]CC4C=CC(OC)=CC=4)[CH2:42][O:41][CH2:40]3)=[N:36][CH:35]=2)=[C:4]2[CH:10]=[C:9]([C:11]3[CH:23]=[CH:22][C:14]([CH2:15][N:16]4[CH2:21][CH2:20][O:19][CH2:18][CH2:17]4)=[CH:13][CH:12]=3)[N:8]([S:24]([C:27]3[CH:33]=[CH:32][C:30]([CH3:31])=[CH:29][CH:28]=3)(=[O:26])=[O:25])[C:5]2=[N:6][CH:7]=1.FC(F)(F)C(O)=O. Product: [Cl:1][C:2]1[C:3]([C:34]2[S:38][C:37]([C:39]3([OH:43])[CH2:40][O:41][CH2:42]3)=[N:36][CH:35]=2)=[C:4]2[CH:10]=[C:9]([C:11]3[CH:12]=[CH:13][C:14]([CH2:15][N:16]4[CH2:17][CH2:18][O:19][CH2:20][CH2:21]4)=[CH:22][CH:23]=3)[N:8]([S:24]([C:27]3[CH:28]=[CH:29][C:30]([CH3:31])=[CH:32][CH:33]=3)(=[O:26])=[O:25])[C:5]2=[N:6][CH:7]=1. The catalyst class is: 4. (4) Reactant: [NH2:1][C:2]1[CH:16]=[CH:15][CH:14]=[C:13]([Cl:17])[C:3]=1[C:4]([NH:6][C:7]1[CH:12]=[CH:11][CH:10]=[CH:9][CH:8]=1)=[O:5].[C:18]([O:22][C:23]([NH:25][C@@H:26]([CH2:37][CH3:38])[C:27](ON1C(=O)CCC1=O)=O)=[O:24])([CH3:21])([CH3:20])[CH3:19].CN(C1C=CC=CN=1)C.C(N(C(C)C)CC)(C)C. Product: [Cl:17][C:13]1[CH:14]=[CH:15][CH:16]=[C:2]2[C:3]=1[C:4](=[O:5])[N:6]([C:7]1[CH:12]=[CH:11][CH:10]=[CH:9][CH:8]=1)[C:27]([C@@H:26]([NH:25][C:23](=[O:24])[O:22][C:18]([CH3:19])([CH3:21])[CH3:20])[CH2:37][CH3:38])=[N:1]2. The catalyst class is: 11. (5) Reactant: Cl[C:2]1[CH:7]=[C:6]([C:8]2[S:9][CH:10]=[CH:11][CH:12]=2)[N:5]=[CH:4][N:3]=1.[CH3:13][N:14]1[CH2:19][CH2:18][NH:17][CH2:16][CH2:15]1. Product: [CH3:13][N:14]1[CH2:19][CH2:18][N:17]([C:2]2[CH:7]=[C:6]([C:8]3[S:9][CH:10]=[CH:11][CH:12]=3)[N:5]=[CH:4][N:3]=2)[CH2:16][CH2:15]1. The catalyst class is: 8. (6) Reactant: C(O)(C(F)(F)F)=O.[C:8]([NH:11][C:12]1[CH:13]=[C:14]([C:18]2[CH2:19][CH2:20][N:21]([CH2:24][CH2:25][CH2:26][NH:27]C(=O)OC(C)(C)C)[CH2:22][CH:23]=2)[CH:15]=[CH:16][CH:17]=1)(=[O:10])[CH3:9].C([O-])(O)=O.[Na+]. Product: [NH2:27][CH2:26][CH2:25][CH2:24][N:21]1[CH2:20][CH:19]=[C:18]([C:14]2[CH:13]=[C:12]([NH:11][C:8](=[O:10])[CH3:9])[CH:17]=[CH:16][CH:15]=2)[CH2:23][CH2:22]1. The catalyst class is: 4. (7) Reactant: [NH2:1][C:2]1[N:7]=[CH:6][N:5]=[C:4]2[N:8]([CH:12]3[CH2:15][N:14]([C:16]([O:18][C:19]([CH3:22])([CH3:21])[CH3:20])=[O:17])[CH2:13]3)[N:9]=[C:10](I)[C:3]=12.[CH3:23][C:24]1[CH:25]=[C:26]([CH3:49])[C:27]2[O:31][C:30]([NH:32][C:33]3[CH:38]=[CH:37][C:36](B4OC(C)(C)C(C)(C)O4)=[CH:35][CH:34]=3)=[N:29][C:28]=2[CH:48]=1.C(=O)([O-])[O-].[Na+].[Na+]. Product: [NH2:1][C:2]1[N:7]=[CH:6][N:5]=[C:4]2[N:8]([CH:12]3[CH2:15][N:14]([C:16]([O:18][C:19]([CH3:22])([CH3:21])[CH3:20])=[O:17])[CH2:13]3)[N:9]=[C:10]([C:36]3[CH:35]=[CH:34][C:33]([NH:32][C:30]4[O:31][C:27]5[C:26]([CH3:49])=[CH:25][C:24]([CH3:23])=[CH:48][C:28]=5[N:29]=4)=[CH:38][CH:37]=3)[C:3]=12. The catalyst class is: 108.